Dataset: Catalyst prediction with 721,799 reactions and 888 catalyst types from USPTO. Task: Predict which catalyst facilitates the given reaction. (1) Reactant: [N:1]1[CH:6]=[CH:5][C:4]([CH2:7][OH:8])=[CH:3][CH:2]=1.[Si:9](Cl)([C:12]([CH3:15])([CH3:14])[CH3:13])([CH3:11])[CH3:10].N1C=CN=C1. Product: [Si:9]([O:8][CH2:7][C:4]1[CH:5]=[CH:6][N:1]=[CH:2][CH:3]=1)([C:12]([CH3:15])([CH3:14])[CH3:13])([CH3:11])[CH3:10]. The catalyst class is: 3. (2) Reactant: [Cl:1][C:2]1[C:3]([C:10]([NH:12][C:13]2[CH:18]=[CH:17][CH:16]=[CH:15][C:14]=2[NH:19][CH3:20])=O)=[N:4][C:5]([S:8][CH3:9])=[N:6][CH:7]=1.CCOC(C)=O. Product: [Cl:1][C:2]1[C:3]([C:10]2[N:19]([CH3:20])[C:14]3[CH:15]=[CH:16][CH:17]=[CH:18][C:13]=3[N:12]=2)=[N:4][C:5]([S:8][CH3:9])=[N:6][CH:7]=1. The catalyst class is: 52. (3) Product: [CH:5]([CH2:18][C:19]([NH2:1])=[S:20])([C:12]1[CH:17]=[CH:16][CH:15]=[CH:14][CH:13]=1)[C:6]1[CH:11]=[CH:10][CH:9]=[CH:8][CH:7]=1. Reactant: [NH4+:1].[Cl-].[NH4+].[OH-].[CH:5]([CH2:18][C:19]([O-])=[S:20])([C:12]1[CH:17]=[CH:16][CH:15]=[CH:14][CH:13]=1)[C:6]1[CH:11]=[CH:10][CH:9]=[CH:8][CH:7]=1. The catalyst class is: 24.